From a dataset of Forward reaction prediction with 1.9M reactions from USPTO patents (1976-2016). Predict the product of the given reaction. Given the reactants [CH2:1]([C:8]1[CH:9]=[N:10][C:11]2[C:16]([C:17]=1[C:18]1[CH:19]=[C:20]([CH2:24][OH:25])[CH:21]=[CH:22][CH:23]=1)=[CH:15][CH:14]=[CH:13][C:12]=2[C:26]([F:29])([F:28])[F:27])[C:2]1[CH:7]=[CH:6][CH:5]=[CH:4][CH:3]=1.[CH3:30][C:31]1[C:36]([CH3:37])=[CH:35][CH:34]=[CH:33][C:32]=1O, predict the reaction product. The product is: [CH2:1]([C:8]1[CH:9]=[N:10][C:11]2[C:16]([C:17]=1[C:18]1[CH:23]=[CH:22][CH:21]=[C:20]([CH2:24][O:25][C:32]3[CH:33]=[CH:34][CH:35]=[C:36]([CH3:37])[C:31]=3[CH3:30])[CH:19]=1)=[CH:15][CH:14]=[CH:13][C:12]=2[C:26]([F:29])([F:27])[F:28])[C:2]1[CH:7]=[CH:6][CH:5]=[CH:4][CH:3]=1.